This data is from Catalyst prediction with 721,799 reactions and 888 catalyst types from USPTO. The task is: Predict which catalyst facilitates the given reaction. (1) Reactant: [NH2:1][C:2]1[N:7]=[CH:6][C:5]([C:8]2[CH:13]=[CH:12][C:11]([S:14]([NH:17][CH:18]3[CH2:20][CH2:19]3)(=[O:16])=[O:15])=[CH:10][CH:9]=2)=[CH:4][CH:3]=1.[Br:21]N1C(=O)CCC1=O. Product: [NH2:1][C:2]1[N:7]=[CH:6][C:5]([C:8]2[CH:9]=[CH:10][C:11]([S:14]([NH:17][CH:18]3[CH2:20][CH2:19]3)(=[O:15])=[O:16])=[CH:12][CH:13]=2)=[CH:4][C:3]=1[Br:21]. The catalyst class is: 2. (2) Reactant: [Cl:1][C:2]1[CH:7]=[CH:6][C:5](/[CH:8]=[CH:9]/[C:10]([OH:12])=O)=[C:4]([CH2:13][N:14]2[N:18]=[N:17][C:16]([CH3:19])=[N:15]2)[CH:3]=1.[CH3:20][C:21]1[CH:25]=[N:24][N:23]([CH:26]2[CH2:31][CH2:30][NH:29][CH2:28][CH2:27]2)[N:22]=1.CCN(C(C)C)C(C)C.C(P1(=O)OP(CCC)(=O)OP(CCC)(=O)O1)CC. Product: [Cl:1][C:2]1[CH:7]=[CH:6][C:5](/[CH:8]=[CH:9]/[C:10]([N:29]2[CH2:28][CH2:27][CH:26]([N:23]3[N:22]=[C:21]([CH3:20])[CH:25]=[N:24]3)[CH2:31][CH2:30]2)=[O:12])=[C:4]([CH2:13][N:14]2[N:18]=[N:17][C:16]([CH3:19])=[N:15]2)[CH:3]=1. The catalyst class is: 3. (3) Product: [F:47][C:2]([F:1])([F:48])[C@H:3]1[CH2:8][CH2:7][C@H:6]([NH:9][C:10]([C:12]2[CH:13]=[C:14]3[N:27]=[C:26]([NH:28][C:29]4[C:34]([Cl:35])=[C:33]([F:36])[CH:32]=[C:31]([CH2:37][NH2:38])[C:30]=4[Cl:46])[NH:25][C:15]3=[N:16][C:17]=2[N:18]2[CH2:19][CH2:20][CH:21]([F:24])[CH2:22][CH2:23]2)=[O:11])[CH2:5][CH2:4]1. Reactant: [F:1][C:2]([F:48])([F:47])[C@H:3]1[CH2:8][CH2:7][C@H:6]([NH:9][C:10]([C:12]2[CH:13]=[C:14]3[N:27]=[C:26]([NH:28][C:29]4[C:34]([Cl:35])=[C:33]([F:36])[CH:32]=[C:31]([CH2:37][NH:38]C(OC(C)(C)C)=O)[C:30]=4[Cl:46])[NH:25][C:15]3=[N:16][C:17]=2[N:18]2[CH2:23][CH2:22][CH:21]([F:24])[CH2:20][CH2:19]2)=[O:11])[CH2:5][CH2:4]1.Cl. The catalyst class is: 12. (4) Reactant: C[O:2][C:3](=[O:16])[C@H:4]([CH2:12][CH2:13][CH2:14][CH3:15])[NH:5][C:6](=[O:11])[CH2:7][CH2:8][CH:9]=[CH2:10].[OH-].[Na+].Cl. Product: [C:6]([NH:5][C@H:4]([C:3]([OH:16])=[O:2])[CH2:12][CH2:13][CH2:14][CH3:15])(=[O:11])[CH2:7][CH2:8][CH:9]=[CH2:10]. The catalyst class is: 1. (5) Reactant: [OH:1][CH2:2][C:3]1[CH:8]=[CH:7][CH:6]=[CH:5][C:4]=1/[C:9](=[N:14]\[O:15][CH3:16])/[C:10]([NH:12][CH3:13])=[O:11].[H-].[Na+].[O:19]1[CH2:23][CH2:22][C:21]([C:24]2[CH:25]=[C:26]([CH3:31])[C:27](F)=[N:28][CH:29]=2)=[N:20]1.C(Cl)Cl.CCOC(C)=O. Product: [O:19]1[CH2:23][CH2:22][C:21]([C:24]2[CH:25]=[C:26]([CH3:31])[C:27]([O:1][CH2:2][C:3]3[CH:8]=[CH:7][CH:6]=[CH:5][C:4]=3/[C:9](=[N:14]\[O:15][CH3:16])/[C:10]([NH:12][CH3:13])=[O:11])=[N:28][CH:29]=2)=[N:20]1. The catalyst class is: 7. (6) Product: [CH3:1][C:2]1[O:6][C:5]([C:7]2[CH:15]=[CH:14][CH:13]=[CH:12][C:8]=2[C:9]([NH:22][C@H:18]2[CH2:19][CH2:20][CH2:21][C@:17]2([CH3:16])[NH:23][C:24]2[CH:29]=[N:28][C:27]([C:30]([F:33])([F:32])[F:31])=[CH:26][N:25]=2)=[O:11])=[N:4][N:3]=1. The catalyst class is: 2. Reactant: [CH3:1][C:2]1[O:6][C:5]([C:7]2[CH:15]=[CH:14][CH:13]=[CH:12][C:8]=2[C:9]([OH:11])=O)=[N:4][N:3]=1.[CH3:16][C@:17]1([NH:23][C:24]2[CH:29]=[N:28][C:27]([C:30]([F:33])([F:32])[F:31])=[CH:26][N:25]=2)[CH2:21][CH2:20][CH2:19][C@@H:18]1[NH2:22].N1C2C(=NC=CC=2)N(O)N=1.C(Cl)CCl.C(N(CC)CC)C. (7) Reactant: [CH3:1][O:2][C:3]1[CH:10]=[CH:9][CH:8]=[C:7]([CH3:11])[C:4]=1[CH:5]=O.Cl.[NH2:13][OH:14]. Product: [CH3:1][O:2][C:3]1[CH:10]=[CH:9][CH:8]=[C:7]([CH3:11])[C:4]=1[CH:5]=[N:13][OH:14]. The catalyst class is: 66. (8) Reactant: Cl.[NH:2]([C:4]1[CH:17]=[CH:16][C:7]([C:8]([NH:10][CH2:11][CH2:12][CH2:13][O:14][CH3:15])=[O:9])=[CH:6][N:5]=1)[NH2:3].C([O:20][CH:21]=[C:22]([C:28](OCC)=O)[C:23]([O:25][CH2:26][CH3:27])=[O:24])C.C(=O)([O-])[O-].[K+:37].[K+]. Product: [CH2:26]([O:25][C:23]([C:22]1[CH:28]=[N:3][N:2]([C:4]2[CH:17]=[CH:16][C:7]([C:8](=[O:9])[NH:10][CH2:11][CH2:12][CH2:13][O:14][CH3:15])=[CH:6][N:5]=2)[C:21]=1[O-:20])=[O:24])[CH3:27].[K+:37]. The catalyst class is: 97. (9) Reactant: [F:1][C:2]1[CH:3]=[C:4]2[C:8](=[CH:9][CH:10]=1)[NH:7][CH:6]=[C:5]2[CH:11]=[O:12].[OH-].[K+].[C:15]1([CH3:25])[CH:20]=[CH:19][C:18]([S:21](Cl)(=[O:23])=[O:22])=[CH:17][CH:16]=1. Product: [F:1][C:2]1[CH:3]=[C:4]2[C:8](=[CH:9][CH:10]=1)[N:7]([S:21]([C:18]1[CH:19]=[CH:20][C:15]([CH3:25])=[CH:16][CH:17]=1)(=[O:23])=[O:22])[CH:6]=[C:5]2[CH:11]=[O:12]. The catalyst class is: 57.